Predict the reaction yield, written as a fraction of the theoretical maximum amount of product (1.0 means a 100% yield; for example, 0.34 means a 34% yield). From a dataset of Reaction yield outcomes from USPTO patents with 853,638 reactions. (1) The reactants are [Br:1][CH2:2][CH2:3][CH2:4][CH2:5][CH2:6][C:7]([CH3:14])([CH3:13])[C:8](OCC)=[O:9].[Li+].[BH4-].CO. The catalyst is C(Cl)Cl. The product is [Br:1][CH2:2][CH2:3][CH2:4][CH2:5][CH2:6][C:7]([CH3:14])([CH3:13])[CH2:8][OH:9]. The yield is 0.980. (2) The reactants are [C:1](=[O:19])([O:5][C:6]1[CH:11]=[CH:10][C:9]([O:12][CH3:13])=[C:8]([NH:14][S:15]([CH3:18])(=[O:17])=[O:16])[CH:7]=1)[O:2][CH2:3][CH3:4].[H-].[Na+].Cl.Cl[CH2:24][CH2:25][N:26]1[CH2:31][CH2:30][O:29][CH2:28][CH2:27]1. The catalyst is CN(C=O)C.C(Cl)Cl. The product is [C:1](=[O:19])([O:5][C:6]1[CH:11]=[CH:10][C:9]([O:12][CH3:13])=[C:8]([N:14]([CH2:24][CH2:25][N:26]2[CH2:31][CH2:30][O:29][CH2:28][CH2:27]2)[S:15]([CH3:18])(=[O:16])=[O:17])[CH:7]=1)[O:2][CH2:3][CH3:4]. The yield is 0.211. (3) The reactants are Br[C:2]1[N:6]2[N:7]=[C:8]([Cl:11])[CH:9]=[CH:10][C:5]2=[N:4][CH:3]=1.[Cl:12][C:13]1[CH:14]=[C:15](B(O)O)[CH:16]=[CH:17][CH:18]=1.C([O-])([O-])=O.[K+].[K+]. The catalyst is O1CCOCC1.O.C1C=CC([P]([Pd]([P](C2C=CC=CC=2)(C2C=CC=CC=2)C2C=CC=CC=2)([P](C2C=CC=CC=2)(C2C=CC=CC=2)C2C=CC=CC=2)[P](C2C=CC=CC=2)(C2C=CC=CC=2)C2C=CC=CC=2)(C2C=CC=CC=2)C2C=CC=CC=2)=CC=1. The product is [Cl:11][C:8]1[CH:9]=[CH:10][C:5]2[N:6]([C:2]([C:17]3[CH:16]=[CH:15][CH:14]=[C:13]([Cl:12])[CH:18]=3)=[CH:3][N:4]=2)[N:7]=1. The yield is 0.530. (4) The reactants are [CH2:1]([C:5]1[C:6]([C:24]2[CH:29]=[CH:28][CH:27]=[CH:26][CH:25]=2)=[C:7]([O:15][C:16]2[CH:23]=[CH:22][C:19](C=O)=[CH:18][CH:17]=2)[C:8]2[C:13]([CH:14]=1)=[CH:12][CH:11]=[CH:10][CH:9]=2)[CH2:2][CH2:3][CH3:4].[C:30](O)(=O)[CH2:31][C:32]([OH:34])=[O:33].CO. The catalyst is N1CCCCC1.N1C=CC=CC=1. The product is [CH2:1]([C:5]1[C:6]([C:24]2[CH:25]=[CH:26][CH:27]=[CH:28][CH:29]=2)=[C:7]([O:15][C:16]2[CH:23]=[CH:22][C:19](/[CH:30]=[CH:31]/[C:32]([OH:34])=[O:33])=[CH:18][CH:17]=2)[C:8]2[C:13]([CH:14]=1)=[CH:12][CH:11]=[CH:10][CH:9]=2)[CH2:2][CH2:3][CH3:4]. The yield is 0.530. (5) The reactants are [F:1][C:2]1[CH:3]=[C:4]([C@H:8]2[CH2:12][CH2:11][CH2:10][N:9]2[C:13]2[CH:18]=[CH:17][N:16]3[N:19]=[CH:20][C:21]([NH2:22])=[C:15]3[N:14]=2)[CH:5]=[CH:6][CH:7]=1.C1N=CN([C:28]([N:30]2[CH:34]=N[CH:32]=[CH:31]2)=[O:29])C=1.N1CC[O:38][CH2:37]C1. The catalyst is C(Cl)Cl. The product is [F:1][C:2]1[CH:3]=[C:4]([C@H:8]2[CH2:12][CH2:11][CH2:10][N:9]2[C:13]2[CH:18]=[CH:17][N:16]3[N:19]=[CH:20][C:21]([NH:22][C:28]([N:30]4[CH2:31][CH2:32][O:38][CH2:37][CH2:34]4)=[O:29])=[C:15]3[N:14]=2)[CH:5]=[CH:6][CH:7]=1. The yield is 1.00.